From a dataset of NCI-60 drug combinations with 297,098 pairs across 59 cell lines. Regression. Given two drug SMILES strings and cell line genomic features, predict the synergy score measuring deviation from expected non-interaction effect. (1) Drug 1: C1=C(C(=O)NC(=O)N1)N(CCCl)CCCl. Drug 2: CNC(=O)C1=NC=CC(=C1)OC2=CC=C(C=C2)NC(=O)NC3=CC(=C(C=C3)Cl)C(F)(F)F. Cell line: MDA-MB-435. Synergy scores: CSS=34.8, Synergy_ZIP=-10.0, Synergy_Bliss=-3.69, Synergy_Loewe=-20.7, Synergy_HSA=-5.31. (2) Drug 1: CC(CN1CC(=O)NC(=O)C1)N2CC(=O)NC(=O)C2. Drug 2: C1CN1P(=S)(N2CC2)N3CC3. Cell line: KM12. Synergy scores: CSS=30.0, Synergy_ZIP=0.836, Synergy_Bliss=6.15, Synergy_Loewe=8.38, Synergy_HSA=10.1. (3) Drug 1: C1=CC=C(C(=C1)C(C2=CC=C(C=C2)Cl)C(Cl)Cl)Cl. Drug 2: C1C(C(OC1N2C=NC3=C2NC=NCC3O)CO)O. Cell line: NCI-H226. Synergy scores: CSS=2.85, Synergy_ZIP=-1.05, Synergy_Bliss=-0.460, Synergy_Loewe=-0.248, Synergy_HSA=-0.509. (4) Drug 1: CN(C)N=NC1=C(NC=N1)C(=O)N. Drug 2: C1CN(CCN1C(=O)CCBr)C(=O)CCBr. Cell line: MDA-MB-435. Synergy scores: CSS=-5.63, Synergy_ZIP=3.68, Synergy_Bliss=4.08, Synergy_Loewe=-4.05, Synergy_HSA=-3.33. (5) Drug 1: CC12CCC(CC1=CCC3C2CCC4(C3CC=C4C5=CN=CC=C5)C)O. Drug 2: C1=NC2=C(N1)C(=S)N=C(N2)N. Cell line: BT-549. Synergy scores: CSS=16.1, Synergy_ZIP=-6.64, Synergy_Bliss=-0.524, Synergy_Loewe=-11.2, Synergy_HSA=-1.19. (6) Drug 2: C#CCC(CC1=CN=C2C(=N1)C(=NC(=N2)N)N)C3=CC=C(C=C3)C(=O)NC(CCC(=O)O)C(=O)O. Drug 1: CC1=C2C(C(=O)C3(C(CC4C(C3C(C(C2(C)C)(CC1OC(=O)C(C(C5=CC=CC=C5)NC(=O)C6=CC=CC=C6)O)O)OC(=O)C7=CC=CC=C7)(CO4)OC(=O)C)O)C)OC(=O)C. Cell line: HCT-15. Synergy scores: CSS=68.4, Synergy_ZIP=5.09, Synergy_Bliss=3.76, Synergy_Loewe=-17.5, Synergy_HSA=1.35. (7) Drug 1: C1=NC2=C(N1)C(=S)N=C(N2)N. Drug 2: CCC1=C2CN3C(=CC4=C(C3=O)COC(=O)C4(CC)O)C2=NC5=C1C=C(C=C5)O. Cell line: OVCAR-8. Synergy scores: CSS=27.7, Synergy_ZIP=-10.6, Synergy_Bliss=-7.58, Synergy_Loewe=-8.57, Synergy_HSA=-3.99. (8) Drug 1: CC12CCC(CC1=CCC3C2CCC4(C3CC=C4C5=CN=CC=C5)C)O. Synergy scores: CSS=17.7, Synergy_ZIP=-4.97, Synergy_Bliss=-0.219, Synergy_Loewe=1.27, Synergy_HSA=1.21. Drug 2: C(CC(=O)O)C(=O)CN.Cl. Cell line: PC-3. (9) Drug 1: C1=CC(=CC=C1CCCC(=O)O)N(CCCl)CCCl. Drug 2: C(CN)CNCCSP(=O)(O)O. Cell line: SW-620. Synergy scores: CSS=19.0, Synergy_ZIP=-4.48, Synergy_Bliss=2.19, Synergy_Loewe=-9.45, Synergy_HSA=2.01. (10) Drug 1: C1CN1C2=NC(=NC(=N2)N3CC3)N4CC4. Drug 2: C1CCN(CC1)CCOC2=CC=C(C=C2)C(=O)C3=C(SC4=C3C=CC(=C4)O)C5=CC=C(C=C5)O. Cell line: UACC62. Synergy scores: CSS=41.8, Synergy_ZIP=-1.97, Synergy_Bliss=-3.23, Synergy_Loewe=-4.80, Synergy_HSA=-3.75.